Dataset: Forward reaction prediction with 1.9M reactions from USPTO patents (1976-2016). Task: Predict the product of the given reaction. (1) Given the reactants Br[C:2]1[CH:10]=[C:9]2[C:5]([CH:6]=[CH:7][N:8]2[Si:11]([CH:18]([CH3:20])[CH3:19])([CH:15]([CH3:17])[CH3:16])[CH:12]([CH3:14])[CH3:13])=[CH:4][CH:3]=1.[CH3:21][CH:22]1[CH2:27][NH:26][CH2:25][CH2:24][NH:23]1.CC([O-])(C)C.[Na+].P(C(C)(C)C)(C(C)(C)C)C(C)(C)C, predict the reaction product. The product is: [CH3:21][CH:22]1[NH:23][CH2:24][CH2:25][N:26]([C:2]2[CH:10]=[C:9]3[C:5]([CH:6]=[CH:7][N:8]3[Si:11]([CH:18]([CH3:20])[CH3:19])([CH:15]([CH3:17])[CH3:16])[CH:12]([CH3:14])[CH3:13])=[CH:4][CH:3]=2)[CH2:27]1. (2) Given the reactants [CH3:1][S:2]([O:5][C:6]1[CH:11]=[CH:10][C:9]([C:12]2([C:22]3[CH:27]=[CH:26][CH:25]=[C:24](Br)[CH:23]=3)[C:16]3=[N:17][CH2:18][CH2:19][CH2:20][N:15]3[C:14]([NH2:21])=[N:13]2)=[CH:8][CH:7]=1)(=[O:4])=[O:3].[O:29]1[CH2:33][CH2:32]CC1, predict the reaction product. The product is: [C:6]([OH:5])(=[O:29])[CH3:11].[CH3:1][S:2]([O:5][C:6]1[CH:11]=[CH:10][C:9]([C:12]2([C:22]3[CH:27]=[CH:26][CH:25]=[C:24]([C:33]4[CH:32]=[N:15][CH:16]=[CH:12][N:13]=4)[CH:23]=3)[C:16]3=[N:17][CH2:18][CH2:19][CH2:20][N:15]3[C:14]([NH2:21])=[N:13]2)=[CH:8][CH:7]=1)(=[O:4])=[O:3].